This data is from Reaction yield outcomes from USPTO patents with 853,638 reactions. The task is: Predict the reaction yield, written as a fraction of the theoretical maximum amount of product (1.0 means a 100% yield; for example, 0.34 means a 34% yield). The yield is 0.740. The catalyst is C(Cl)Cl. The product is [CH2:1]([C:5]1[N:10]=[C:9]([CH3:11])[N:8]([CH2:12][C:13]([CH:15]2[CH2:16][CH2:17][CH2:18][CH2:19][CH2:20]2)=[O:14])[C:7](=[O:21])[C:6]=1[CH2:22][C:23]1[CH:24]=[CH:25][C:26]([C:29]2[CH:34]=[CH:33][CH:32]=[CH:31][C:30]=2[C:35]2[NH:39][C:38](=[O:40])[O:37][N:36]=2)=[CH:27][CH:28]=1)[CH2:2][CH2:3][CH3:4]. The reactants are [CH2:1]([C:5]1[N:10]=[C:9]([CH3:11])[N:8]([CH2:12][CH:13]([CH:15]2[CH2:20][CH2:19][CH2:18][CH2:17][CH2:16]2)[OH:14])[C:7](=[O:21])[C:6]=1[CH2:22][C:23]1[CH:28]=[CH:27][C:26]([C:29]2[CH:34]=[CH:33][CH:32]=[CH:31][C:30]=2[C:35]2[NH:39][C:38](=[O:40])[O:37][N:36]=2)=[CH:25][CH:24]=1)[CH2:2][CH2:3][CH3:4].CC(OI1(OC(C)=O)(OC(C)=O)OC(=O)C2C1=CC=CC=2)=O.C(=O)([O-])O.[Na+].S([O-])([O-])(=O)=S.[Na+].[Na+].